Dataset: Peptide-MHC class I binding affinity with 185,985 pairs from IEDB/IMGT. Task: Regression. Given a peptide amino acid sequence and an MHC pseudo amino acid sequence, predict their binding affinity value. This is MHC class I binding data. The peptide sequence is LVGPTPVNI. The MHC is HLA-A68:01 with pseudo-sequence HLA-A68:01. The binding affinity (normalized) is 0.